Dataset: NCI-60 drug combinations with 297,098 pairs across 59 cell lines. Task: Regression. Given two drug SMILES strings and cell line genomic features, predict the synergy score measuring deviation from expected non-interaction effect. (1) Synergy scores: CSS=19.6, Synergy_ZIP=-3.95, Synergy_Bliss=-0.330, Synergy_Loewe=-1.07, Synergy_HSA=-1.17. Drug 1: C1=CC=C(C=C1)NC(=O)CCCCCCC(=O)NO. Cell line: HS 578T. Drug 2: C1CCC(C(C1)N)N.C(=O)(C(=O)[O-])[O-].[Pt+4]. (2) Drug 1: CN(CC1=CN=C2C(=N1)C(=NC(=N2)N)N)C3=CC=C(C=C3)C(=O)NC(CCC(=O)O)C(=O)O. Drug 2: B(C(CC(C)C)NC(=O)C(CC1=CC=CC=C1)NC(=O)C2=NC=CN=C2)(O)O. Cell line: A498. Synergy scores: CSS=22.0, Synergy_ZIP=-4.35, Synergy_Bliss=-3.28, Synergy_Loewe=-15.6, Synergy_HSA=-3.81. (3) Drug 1: CCCS(=O)(=O)NC1=C(C(=C(C=C1)F)C(=O)C2=CNC3=C2C=C(C=N3)C4=CC=C(C=C4)Cl)F. Drug 2: CC(C)NC(=O)C1=CC=C(C=C1)CNNC.Cl. Cell line: 786-0. Synergy scores: CSS=-4.05, Synergy_ZIP=-0.417, Synergy_Bliss=-4.73, Synergy_Loewe=-7.06, Synergy_HSA=-5.90. (4) Drug 1: C1CN1P(=S)(N2CC2)N3CC3. Drug 2: C1=CN(C=N1)CC(O)(P(=O)(O)O)P(=O)(O)O. Cell line: HCC-2998. Synergy scores: CSS=15.1, Synergy_ZIP=-5.07, Synergy_Bliss=-6.75, Synergy_Loewe=-4.44, Synergy_HSA=-4.03. (5) Drug 1: CC1=C(C=C(C=C1)NC2=NC=CC(=N2)N(C)C3=CC4=NN(C(=C4C=C3)C)C)S(=O)(=O)N.Cl. Drug 2: C(CN)CNCCSP(=O)(O)O. Cell line: HS 578T. Synergy scores: CSS=19.2, Synergy_ZIP=8.85, Synergy_Bliss=11.2, Synergy_Loewe=9.16, Synergy_HSA=7.86. (6) Synergy scores: CSS=34.2, Synergy_ZIP=1.69, Synergy_Bliss=-3.66, Synergy_Loewe=-20.2, Synergy_HSA=-14.6. Drug 2: COC1=C(C=C2C(=C1)N=CN=C2NC3=CC(=C(C=C3)F)Cl)OCCCN4CCOCC4. Drug 1: C1CN1C2=NC(=NC(=N2)N3CC3)N4CC4. Cell line: HL-60(TB). (7) Drug 1: CC1=C(C(=CC=C1)Cl)NC(=O)C2=CN=C(S2)NC3=CC(=NC(=N3)C)N4CCN(CC4)CCO. Drug 2: CC1C(C(CC(O1)OC2CC(CC3=C2C(=C4C(=C3O)C(=O)C5=CC=CC=C5C4=O)O)(C(=O)C)O)N)O. Cell line: OVCAR-4. Synergy scores: CSS=27.1, Synergy_ZIP=1.77, Synergy_Bliss=3.33, Synergy_Loewe=-2.06, Synergy_HSA=4.75.